Dataset: NCI-60 drug combinations with 297,098 pairs across 59 cell lines. Task: Regression. Given two drug SMILES strings and cell line genomic features, predict the synergy score measuring deviation from expected non-interaction effect. (1) Synergy scores: CSS=21.1, Synergy_ZIP=-4.63, Synergy_Bliss=-2.80, Synergy_Loewe=-8.57, Synergy_HSA=-8.17. Drug 2: CN(CCCl)CCCl.Cl. Cell line: HT29. Drug 1: CNC(=O)C1=CC=CC=C1SC2=CC3=C(C=C2)C(=NN3)C=CC4=CC=CC=N4. (2) Synergy scores: CSS=34.1, Synergy_ZIP=4.38, Synergy_Bliss=7.70, Synergy_Loewe=0.205, Synergy_HSA=8.22. Drug 2: CCC1=CC2CC(C3=C(CN(C2)C1)C4=CC=CC=C4N3)(C5=C(C=C6C(=C5)C78CCN9C7C(C=CC9)(C(C(C8N6C)(C(=O)OC)O)OC(=O)C)CC)OC)C(=O)OC.C(C(C(=O)O)O)(C(=O)O)O. Drug 1: CN1CCC(CC1)COC2=C(C=C3C(=C2)N=CN=C3NC4=C(C=C(C=C4)Br)F)OC. Cell line: OVCAR-8. (3) Drug 1: CCC1(CC2CC(C3=C(CCN(C2)C1)C4=CC=CC=C4N3)(C5=C(C=C6C(=C5)C78CCN9C7C(C=CC9)(C(C(C8N6C)(C(=O)OC)O)OC(=O)C)CC)OC)C(=O)OC)O.OS(=O)(=O)O. Drug 2: CC1=C(C(=O)C2=C(C1=O)N3CC4C(C3(C2COC(=O)N)OC)N4)N. Cell line: NCI-H522. Synergy scores: CSS=39.5, Synergy_ZIP=-13.4, Synergy_Bliss=-13.0, Synergy_Loewe=-8.01, Synergy_HSA=-6.61. (4) Drug 1: C1=CC=C(C(=C1)C(C2=CC=C(C=C2)Cl)C(Cl)Cl)Cl. Drug 2: CS(=O)(=O)OCCCCOS(=O)(=O)C. Cell line: NCI-H226. Synergy scores: CSS=-0.332, Synergy_ZIP=1.35, Synergy_Bliss=2.38, Synergy_Loewe=-1.97, Synergy_HSA=-0.608.